Dataset: Catalyst prediction with 721,799 reactions and 888 catalyst types from USPTO. Task: Predict which catalyst facilitates the given reaction. (1) Reactant: [CH3:1][N:2]1[C:10](=[O:11])[C:9]2[N:8](CC=C)[C:7]([C:15]#[N:16])=[N:6][C:5]=2[N:4]([CH2:17][CH2:18][CH2:19][CH2:20][CH3:21])[C:3]1=[O:22].N1CCOCC1.CS(C)=O. Product: [CH3:1][N:2]1[C:10](=[O:11])[C:9]2[NH:8][C:7]([C:15]#[N:16])=[N:6][C:5]=2[N:4]([CH2:17][CH2:18][CH2:19][CH2:20][CH3:21])[C:3]1=[O:22]. The catalyst class is: 176. (2) Reactant: [CH3:1][O:2][C:3]1[C@@H:4]([CH:11]([CH3:13])[CH3:12])[N:5]=[C:6]([O:9][CH3:10])[CH2:7][N:8]=1.C([Li])(C)(C)C.I[CH2:20][CH2:21][CH:22]([C:27]1[CH:32]=[CH:31][CH:30]=[CH:29][CH:28]=1)[C:23]([F:26])([F:25])[F:24].[Cl-].[NH4+]. Product: [CH:11]([C@@H:4]1[C:3]([O:2][CH3:1])=[N:8][C@@H:7]([CH2:20][CH2:21][CH:22]([C:27]2[CH:32]=[CH:31][CH:30]=[CH:29][CH:28]=2)[C:23]([F:25])([F:26])[F:24])[C:6]([O:9][CH3:10])=[N:5]1)([CH3:13])[CH3:12]. The catalyst class is: 7. (3) Reactant: [CH3:1][C:2]1[CH:7]=[C:6]([CH3:8])[N:5]=[C:4]([N:9]2[CH2:15][CH2:14][CH2:13][N:12]([C:16]3[CH:21]=[CH:20][C:19]([N+:22]([O-])=O)=[CH:18][CH:17]=3)[CH2:11][CH2:10]2)[CH:3]=1.C(O)C.C(N(CC)CC)C. Product: [CH3:1][C:2]1[CH:7]=[C:6]([CH3:8])[N:5]=[C:4]([N:9]2[CH2:15][CH2:14][CH2:13][N:12]([C:16]3[CH:17]=[CH:18][C:19]([NH2:22])=[CH:20][CH:21]=3)[CH2:11][CH2:10]2)[CH:3]=1. The catalyst class is: 13. (4) Reactant: Cl.[CH:2]1([C:5]2[CH:10]=[CH:9][N:8]=[CH:7][C:6]=2[NH2:11])[CH2:4][CH2:3]1.C(N(CC)CC)C.[CH3:19][S:20](Cl)(=[O:22])=[O:21].CO.C(Cl)Cl. Product: [CH:2]1([C:5]2[CH:10]=[CH:9][N:8]=[CH:7][C:6]=2[N:11]([S:20]([CH3:19])(=[O:22])=[O:21])[S:20]([CH3:19])(=[O:22])=[O:21])[CH2:4][CH2:3]1. The catalyst class is: 2. (5) Reactant: [Cl:1][C:2]1[CH:3]=[CH:4][C:5]([C:25]#[N:26])=[C:6]([C:8]2[C:13]([O:14][CH3:15])=[CH:12][N:11]([CH2:16][C:17]([O:19][C:20]([CH3:23])([CH3:22])[CH3:21])=[O:18])[C:10](=[O:24])[CH:9]=2)[CH:7]=1.FC(F)(F)S(O[CH2:33][CH:34]1[CH2:39][CH2:38][CH:37]([O:40][Si:41]([C:44]([CH3:47])([CH3:46])[CH3:45])([CH3:43])[CH3:42])[CH2:36][CH2:35]1)(=O)=O. Product: [Si:41]([O:40][CH:37]1[CH2:36][CH2:35][CH:34]([CH2:33][CH:16]([N:11]2[CH:12]=[C:13]([O:14][CH3:15])[C:8]([C:6]3[CH:7]=[C:2]([Cl:1])[CH:3]=[CH:4][C:5]=3[C:25]#[N:26])=[CH:9][C:10]2=[O:24])[C:17]([O:19][C:20]([CH3:21])([CH3:22])[CH3:23])=[O:18])[CH2:39][CH2:38]1)([C:44]([CH3:47])([CH3:46])[CH3:45])([CH3:43])[CH3:42]. The catalyst class is: 1. (6) Reactant: C(O)(C(F)(F)F)=O.[CH2:8]([O:45][CH:46]1[C@H:50]2[C@H:51](OC3CCCCO3)[N:52](C(OC(C)(C)C)=O)[C:53]3[CH:60]=[CH:59][C:58]([O:61][CH3:62])=[CH:57][C:54]=3[C:55](=[O:56])[N:49]2[CH2:48][CH2:47]1)[CH2:9][CH2:10][CH2:11][CH2:12][O:13][CH:14]1[C@H:18]2[C@H:19](OC3CCCCO3)[N:20](C(OC(C)(C)C)=O)[C:21]3[CH:28]=[CH:27][C:26]([O:29][CH3:30])=[CH:25][C:22]=3[C:23](=[O:24])[N:17]2[CH2:16][CH2:15]1.C([O-])(O)=O.[Na+]. Product: [CH2:8]([O:45][CH:46]1[C@@H:50]2[CH:51]=[N:52][C:53]3[CH:60]=[CH:59][C:58]([O:61][CH3:62])=[CH:57][C:54]=3[C:55](=[O:56])[N:49]2[CH2:48][CH2:47]1)[CH2:9][CH2:10][CH2:11][CH2:12][O:13][CH:14]1[C@@H:18]2[CH:19]=[N:20][C:21]3[CH:28]=[CH:27][C:26]([O:29][CH3:30])=[CH:25][C:22]=3[C:23](=[O:24])[N:17]2[CH2:16][CH2:15]1. The catalyst class is: 254. (7) Reactant: [Cl:1][C:2]1[N:3]=[C:4](Cl)[C:5]2[N:11]=[C:10]([C:12]3[CH:17]=[CH:16][C:15]([F:18])=[CH:14][CH:13]=3)[CH:9]=[CH:8][C:6]=2[N:7]=1.[OH-:20].[Na+].Cl. Product: [Cl:1][C:2]1[N:3]=[C:4]([OH:20])[C:5]2[N:11]=[C:10]([C:12]3[CH:17]=[CH:16][C:15]([F:18])=[CH:14][CH:13]=3)[CH:9]=[CH:8][C:6]=2[N:7]=1. The catalyst class is: 1. (8) Reactant: [CH3:1][O:2][C:3]1[CH:8]=[C:7]([O:9][CH2:10][CH2:11][O:12][CH3:13])[CH:6]=[CH:5][C:4]=1[N+:14]([O-])=O.[ClH:17]. Product: [ClH:17].[CH3:1][O:2][C:3]1[CH:8]=[C:7]([O:9][CH2:10][CH2:11][O:12][CH3:13])[CH:6]=[CH:5][C:4]=1[NH2:14]. The catalyst class is: 19. (9) Reactant: [Cl:1][C:2]1[N:10]=[CH:9][CH:8]=[CH:7][C:3]=1[C:4](Cl)=[O:5].[CH2:11]([NH2:18])[C:12]1[CH:17]=[CH:16][CH:15]=[CH:14][CH:13]=1.C(N(CC)CC)C. Product: [C:12]1([CH2:11][NH:18][C:4](=[O:5])[C:3]2[CH:7]=[CH:8][CH:9]=[N:10][C:2]=2[Cl:1])[CH:17]=[CH:16][CH:15]=[CH:14][CH:13]=1. The catalyst class is: 1. (10) Reactant: C(OC(=O)[NH:7][C@@H:8]([CH2:26][CH2:27][CH2:28][CH3:29])[CH2:9][O:10][C:11](=[O:25])[N:12]([CH2:19][C:20]1[S:21][CH:22]=[CH:23][CH:24]=1)[CH2:13][C:14]1[S:15][CH:16]=[CH:17][CH:18]=1)(C)(C)C.Cl.C(=O)(O)[O-].[Na+]. Product: [S:15]1[CH:16]=[CH:17][CH:18]=[C:14]1[CH2:13][N:12]([CH2:19][C:20]1[S:21][CH:22]=[CH:23][CH:24]=1)[C:11](=[O:25])[O:10][CH2:9][C@@H:8]([NH2:7])[CH2:26][CH2:27][CH2:28][CH3:29]. The catalyst class is: 12.